From a dataset of Reaction yield outcomes from USPTO patents with 853,638 reactions. Predict the reaction yield, written as a fraction of the theoretical maximum amount of product (1.0 means a 100% yield; for example, 0.34 means a 34% yield). The reactants are [Cl:1][C:2]1[CH:7]=[C:6]([NH:8][C:9]2[N:14]=[C:13](Cl)[N:12]=[C:11]([NH:16][CH:17]3[CH2:23][CH2:22][CH2:21][CH2:20][CH2:19][CH2:18]3)[N:10]=2)[CH:5]=[CH:4][C:3]=1[OH:24].[CH3:25][N:26]1[CH2:31][CH2:30][CH:29]([NH:32][CH3:33])[CH2:28][CH2:27]1.[OH-].[Na+].O. The catalyst is C1COCC1. The product is [Cl:1][C:2]1[CH:7]=[C:6]([NH:8][C:9]2[N:10]=[C:11]([NH:16][CH:17]3[CH2:23][CH2:22][CH2:21][CH2:20][CH2:19][CH2:18]3)[N:12]=[C:13]([N:32]([CH3:33])[CH:29]3[CH2:30][CH2:31][N:26]([CH3:25])[CH2:27][CH2:28]3)[N:14]=2)[CH:5]=[CH:4][C:3]=1[OH:24]. The yield is 0.140.